This data is from Forward reaction prediction with 1.9M reactions from USPTO patents (1976-2016). The task is: Predict the product of the given reaction. (1) Given the reactants C([O:5][C:6](=[O:29])[CH2:7][N:8]1[C:16]2[C:11](=[CH:12][CH:13]=[CH:14][CH:15]=2)[C:10]([CH:17]2[C:21]3[CH:22]=[CH:23][CH:24]=[CH:25][C:20]=3[S:19](=[O:27])(=[O:26])[NH:18]2)=[C:9]1[CH3:28])(C)(C)C.[CH:30]1[C:35]([NH:36][C:37]([CH2:39]Cl)=[O:38])=[CH:34][CH:33]=[C:32]([F:41])[CH:31]=1, predict the reaction product. The product is: [F:41][C:32]1[CH:31]=[CH:30][C:35]([NH:36][C:37]([CH2:39][N:18]2[CH:17]([C:10]3[C:11]4[C:16](=[CH:15][CH:14]=[CH:13][CH:12]=4)[N:8]([CH2:7][C:6]([OH:5])=[O:29])[C:9]=3[CH3:28])[C:21]3[CH:22]=[CH:23][CH:24]=[CH:25][C:20]=3[S:19]2(=[O:27])=[O:26])=[O:38])=[CH:34][CH:33]=1. (2) Given the reactants C(O)(=O)C.[CH:5]1([CH:8]=O)[CH2:7][CH2:6]1.[NH2:10][C@@:11]([C:22]1[CH:27]=[CH:26][C:25]([Cl:28])=[CH:24][CH:23]=1)([CH3:21])[C@H:12]([C:14]1[CH:19]=[CH:18][CH:17]=[C:16]([Cl:20])[CH:15]=1)[OH:13].C([BH3-])#N.[Na+].Cl, predict the reaction product. The product is: [Cl:20][C:16]1[CH:15]=[C:14]([C@H:12]([OH:13])[C:11]([C:22]2[CH:23]=[CH:24][C:25]([Cl:28])=[CH:26][CH:27]=2)([NH:10][CH2:8][CH:5]2[CH2:6][CH2:7]2)[CH3:21])[CH:19]=[CH:18][CH:17]=1.